This data is from Peptide-MHC class I binding affinity with 185,985 pairs from IEDB/IMGT. The task is: Regression. Given a peptide amino acid sequence and an MHC pseudo amino acid sequence, predict their binding affinity value. This is MHC class I binding data. (1) The peptide sequence is IQKGMFVVK. The MHC is HLA-A69:01 with pseudo-sequence HLA-A69:01. The binding affinity (normalized) is 0.0847. (2) The peptide sequence is FQMDYSLEY. The MHC is HLA-C07:02 with pseudo-sequence HLA-C07:02. The binding affinity (normalized) is 0.509. (3) The peptide sequence is FTFDNSKFV. The MHC is HLA-A02:03 with pseudo-sequence HLA-A02:03. The binding affinity (normalized) is 0.936. (4) The peptide sequence is HSNIEEVAL. The MHC is HLA-B54:01 with pseudo-sequence HLA-B54:01. The binding affinity (normalized) is 0. (5) The peptide sequence is LLILCVTQV. The MHC is HLA-A02:01 with pseudo-sequence HLA-A02:01. The binding affinity (normalized) is 0.705. (6) The peptide sequence is SLLRGLIFY. The MHC is HLA-A02:16 with pseudo-sequence HLA-A02:16. The binding affinity (normalized) is 0.0847. (7) The peptide sequence is DPPEPLVRI. The MHC is HLA-B15:01 with pseudo-sequence HLA-B15:01. The binding affinity (normalized) is 0.0847. (8) The binding affinity (normalized) is 0.0847. The MHC is HLA-A69:01 with pseudo-sequence HLA-A69:01. The peptide sequence is KQLESVMYL. (9) The peptide sequence is SSYIDFENTK. The MHC is HLA-A33:01 with pseudo-sequence HLA-A33:01. The binding affinity (normalized) is 0.448. (10) The peptide sequence is MLTNAISSRV. The MHC is HLA-A02:01 with pseudo-sequence HLA-A02:01. The binding affinity (normalized) is 0.507.